This data is from Reaction yield outcomes from USPTO patents with 853,638 reactions. The task is: Predict the reaction yield, written as a fraction of the theoretical maximum amount of product (1.0 means a 100% yield; for example, 0.34 means a 34% yield). (1) The catalyst is CN(C=O)C. The reactants are [CH3:1][C:2]1[CH:3]=[C:4]2[C:9](=[CH:10][CH:11]=1)[NH:8][C:7](=[O:12])[C:6]([C:13]#[N:14])=[C:5]2[N:15]1[CH2:20][CH2:19][N:18]([C:21]([C:23]2[S:24][CH:25]=[CH:26][CH:27]=2)=[O:22])[CH2:17][CH2:16]1.Cl.[CH:29]([N:32]([CH:36](C)C)[CH2:33]CCl)(C)[CH3:30].C(=O)([O-])[O-].[K+].[K+]. The product is [CH3:33][N:32]([CH3:36])[CH2:29][CH2:30][N:8]1[C:9]2[C:4](=[CH:3][C:2]([CH3:1])=[CH:11][CH:10]=2)[C:5]([N:15]2[CH2:16][CH2:17][N:18]([C:21]([C:23]3[S:24][CH:25]=[CH:26][CH:27]=3)=[O:22])[CH2:19][CH2:20]2)=[C:6]([C:13]#[N:14])[C:7]1=[O:12]. The yield is 0.300. (2) The reactants are [NH2:1][C:2]1[CH:7]=[CH:6][C:5](OC)=[CH:4][C:3]=1[C:10]1[CH:11]=[C:12]2[C:17](=[CH:18][CH:19]=1)[CH:16]=[C:15]([O:20][CH3:21])[C:14]([O:22][CH3:23])=[CH:13]2.Cl.N([O-])=O.[Na+].O. The catalyst is C(O)(=O)C. The product is [NH2:1][C:2]1[CH:7]=[CH:6][CH:5]=[CH:4][C:3]=1[C:10]1[CH:11]=[C:12]2[C:17](=[CH:18][CH:19]=1)[CH:16]=[C:15]([O:20][CH3:21])[C:14]([O:22][CH3:23])=[CH:13]2. The yield is 0.260.